Dataset: NCI-60 drug combinations with 297,098 pairs across 59 cell lines. Task: Regression. Given two drug SMILES strings and cell line genomic features, predict the synergy score measuring deviation from expected non-interaction effect. (1) Drug 1: C1CC(=O)NC(=O)C1N2CC3=C(C2=O)C=CC=C3N. Drug 2: CS(=O)(=O)OCCCCOS(=O)(=O)C. Cell line: IGROV1. Synergy scores: CSS=25.4, Synergy_ZIP=1.57, Synergy_Bliss=8.71, Synergy_Loewe=10.1, Synergy_HSA=10.3. (2) Drug 1: COC1=C(C=C2C(=C1)N=CN=C2NC3=CC(=C(C=C3)F)Cl)OCCCN4CCOCC4. Drug 2: C1=CC=C(C(=C1)C(C2=CC=C(C=C2)Cl)C(Cl)Cl)Cl. Cell line: OVCAR-8. Synergy scores: CSS=27.4, Synergy_ZIP=-5.88, Synergy_Bliss=1.90, Synergy_Loewe=-13.3, Synergy_HSA=2.68. (3) Drug 1: CC(C)(C#N)C1=CC(=CC(=C1)CN2C=NC=N2)C(C)(C)C#N. Drug 2: C1CN(CCN1C(=O)CCBr)C(=O)CCBr. Cell line: OVCAR-8. Synergy scores: CSS=11.3, Synergy_ZIP=-4.97, Synergy_Bliss=2.06, Synergy_Loewe=-0.390, Synergy_HSA=-0.477. (4) Drug 1: COC1=NC(=NC2=C1N=CN2C3C(C(C(O3)CO)O)O)N. Drug 2: N.N.Cl[Pt+2]Cl. Cell line: RXF 393. Synergy scores: CSS=11.8, Synergy_ZIP=-0.129, Synergy_Bliss=-0.194, Synergy_Loewe=-17.2, Synergy_HSA=0.0143. (5) Drug 1: CS(=O)(=O)C1=CC(=C(C=C1)C(=O)NC2=CC(=C(C=C2)Cl)C3=CC=CC=N3)Cl. Drug 2: CCC1(CC2CC(C3=C(CCN(C2)C1)C4=CC=CC=C4N3)(C5=C(C=C6C(=C5)C78CCN9C7C(C=CC9)(C(C(C8N6C)(C(=O)OC)O)OC(=O)C)CC)OC)C(=O)OC)O.OS(=O)(=O)O. Cell line: OVCAR-4. Synergy scores: CSS=29.0, Synergy_ZIP=-0.681, Synergy_Bliss=5.15, Synergy_Loewe=-16.7, Synergy_HSA=5.13. (6) Drug 1: C(CC(=O)O)C(=O)CN.Cl. Drug 2: C(CN)CNCCSP(=O)(O)O. Cell line: RPMI-8226. Synergy scores: CSS=8.49, Synergy_ZIP=-13.4, Synergy_Bliss=-13.4, Synergy_Loewe=-16.0, Synergy_HSA=-16.0.